Dataset: Forward reaction prediction with 1.9M reactions from USPTO patents (1976-2016). Task: Predict the product of the given reaction. Given the reactants [N:1]1([C:8]2[CH:9]=[CH:10][C:11]3[N:12]([C:14]([C:17]([F:20])([F:19])[F:18])=[N:15][N:16]=3)[N:13]=2)[CH2:7][CH2:6][CH2:5][NH:4][CH2:3][CH2:2]1.[F:21][C:22]1[CH:29]=[CH:28][C:25]([CH:26]=O)=[CH:24][CH:23]=1, predict the reaction product. The product is: [F:21][C:22]1[CH:29]=[CH:28][C:25]([CH2:26][N:4]2[CH2:5][CH2:6][CH2:7][N:1]([C:8]3[CH:9]=[CH:10][C:11]4[N:12]([C:14]([C:17]([F:18])([F:19])[F:20])=[N:15][N:16]=4)[N:13]=3)[CH2:2][CH2:3]2)=[CH:24][CH:23]=1.